This data is from Forward reaction prediction with 1.9M reactions from USPTO patents (1976-2016). The task is: Predict the product of the given reaction. Given the reactants [NH2:1][C:2]1[CH:3]=[C:4]([CH:13]=[C:14]([NH2:16])[CH:15]=1)[C:5]([NH:7][CH:8]1[CH2:12][CH2:11][CH2:10][CH2:9]1)=[O:6].[CH3:17][CH:18]([CH3:23])[CH2:19][C:20](Cl)=[O:21].CN1[C:29](=[O:30])[CH2:28][CH2:27][CH2:26]1.[Li+].[Cl-].N1C=CC=C[CH:34]=1, predict the reaction product. The product is: [CH:8]1([NH:7][C:5](=[O:6])[C:4]2[CH:13]=[C:14]([NH:16][C:20](=[O:21])[CH2:19][CH:18]([CH3:23])[CH3:17])[CH:15]=[C:2]([NH:1][C:29](=[O:30])[CH2:28][CH:27]([CH3:34])[CH3:26])[CH:3]=2)[CH2:9][CH2:10][CH2:11][CH2:12]1.